Regression/Classification. Given a drug SMILES string, predict its absorption, distribution, metabolism, or excretion properties. Task type varies by dataset: regression for continuous measurements (e.g., permeability, clearance, half-life) or binary classification for categorical outcomes (e.g., BBB penetration, CYP inhibition). Dataset: cyp1a2_veith. From a dataset of CYP1A2 inhibition data for predicting drug metabolism from PubChem BioAssay. (1) The drug is CC(=O)c1c(N2CCC(C(N)=O)CC2)nc(=S)n(-c2ccccc2)c1C. The result is 0 (non-inhibitor). (2) The compound is CCNC(=S)NNC(=O)c1cc(C2CC2)nc2ccccc12. The result is 1 (inhibitor). (3) The result is 1 (inhibitor). The compound is N#C/C(=C\c1ccc(O)c(O)c1)C(=O)Nc1ccccc1. (4) The compound is O=C(Nc1cccc([N+](=O)[O-])c1)c1ccc(CSc2ccccc2)cc1. The result is 0 (non-inhibitor). (5) The compound is Cc1nc2cnc(N(C)C)nc2n(CCc2ccccc2)c1=O. The result is 1 (inhibitor). (6) The molecule is Cn1ncc2c(NCCc3ccccc3)nc(Cl)nc21. The result is 1 (inhibitor). (7) The compound is CCN(CCO)Cc1csc2cccc(Br)c12.Cl. The result is 1 (inhibitor). (8) The result is 1 (inhibitor). The molecule is Cc1cccc(CNc2ncncc2-c2cccnc2)c1.